Dataset: Full USPTO retrosynthesis dataset with 1.9M reactions from patents (1976-2016). Task: Predict the reactants needed to synthesize the given product. (1) Given the product [CH2:18]([O:17][CH2:16][C:3]1[CH:4]=[C:5]([O:12][CH2:13][O:14][CH3:15])[CH:6]=[C:7]([O:8][CH2:9][O:10][CH3:11])[C:2]=1[CH:27]=[O:28])[C:19]1[CH:24]=[CH:23][CH:22]=[CH:21][CH:20]=1, predict the reactants needed to synthesize it. The reactants are: Br[C:2]1[C:7]([O:8][CH2:9][O:10][CH3:11])=[CH:6][C:5]([O:12][CH2:13][O:14][CH3:15])=[CH:4][C:3]=1[CH2:16][O:17][CH2:18][C:19]1[CH:24]=[CH:23][CH:22]=[CH:21][CH:20]=1.CN(C)[CH:27]=[O:28].O.CO. (2) Given the product [Cl:1][C:2]1[C:3]([O:12][C:13]2[CH:20]=[C:19]([O:21][CH2:22][O:23][CH3:24])[CH:18]=[CH:17][C:14]=2[CH2:26][CH:27]=[O:28])=[N:4][CH:5]=[C:6]([C:8]([F:9])([F:11])[F:10])[CH:7]=1, predict the reactants needed to synthesize it. The reactants are: [Cl:1][C:2]1[C:3]([O:12][C:13]2[CH:20]=[C:19]([O:21][CH2:22][O:23][CH3:24])[CH:18]=[CH:17][C:14]=2C=O)=[N:4][CH:5]=[C:6]([C:8]([F:11])([F:10])[F:9])[CH:7]=1.Br[CH2:26][C:27](OCC)=[O:28].C(O)(C)(C)C.CC(C)([O-])C.[K+].